Dataset: Reaction yield outcomes from USPTO patents with 853,638 reactions. Task: Predict the reaction yield, written as a fraction of the theoretical maximum amount of product (1.0 means a 100% yield; for example, 0.34 means a 34% yield). (1) The reactants are [Br:1][C:2]1[CH:10]=[C:9]([C:11]#[N:12])[CH:8]=[C:7]2[C:3]=1[CH:4]=[CH:5][NH:6]2.[OH:13]O.[OH-].[Na+].O. The catalyst is CO. The product is [Br:1][C:2]1[CH:10]=[C:9]([C:11]([NH2:12])=[O:13])[CH:8]=[C:7]2[C:3]=1[CH:4]=[CH:5][NH:6]2. The yield is 0.970. (2) The product is [C:12]([O:11][C:10]([NH:9][CH2:6][CH2:7][CH2:8][PH:2](=[O:4])[OH:3])=[O:16])([CH3:15])([CH3:14])[CH3:13]. The reactants are O.[PH2:2]([O-:4])=[O:3].[Na+].[CH2:6]([NH:9][C:10](=[O:16])[O:11][C:12]([CH3:15])([CH3:14])[CH3:13])[CH:7]=[CH2:8].C(B(CC)CC)C. The catalyst is CO.C1COCC1. The yield is 0.805. (3) The reactants are [OH:1][C:2]1[CH:3]=[CH:4][C:5]([C:8]2[N:12]([C:13]3[CH:14]=[N:15][CH:16]=[CH:17][CH:18]=3)[N:11]=[C:10]([C:19]([O:21][CH2:22][CH3:23])=[O:20])[CH:9]=2)=[N:6][CH:7]=1.Cl[CH2:25][C:26]([NH2:28])=[O:27].C(=O)([O-])[O-].[K+].[K+].C(=O)(O)[O-].[Na+]. The catalyst is CC(C)=O.C(OCC)(=O)C. The product is [C:26]([CH2:25][O:1][C:2]1[CH:3]=[CH:4][C:5]([C:8]2[N:12]([C:13]3[CH:14]=[N:15][CH:16]=[CH:17][CH:18]=3)[N:11]=[C:10]([C:19]([O:21][CH2:22][CH3:23])=[O:20])[CH:9]=2)=[N:6][CH:7]=1)(=[O:27])[NH2:28]. The yield is 0.650. (4) The reactants are [CH2:1]1[C:10]2[C:5](=[CH:6][CH:7]=[CH:8][CH:9]=2)[C:4](=[N:11][OH:12])[C:3](=[O:13])[O:2]1.[C:14](=O)([O-])[O-].[K+].[K+].COS(OC)(=O)=O.O. The catalyst is C1(C)C=CC=CC=1. The product is [CH3:14][O:12][N:11]=[C:4]1[C:5]2[C:10](=[CH:9][CH:8]=[CH:7][CH:6]=2)[CH2:1][O:2][C:3]1=[O:13]. The yield is 1.00. (5) The reactants are N(OC(C)(C)C)=O.[CH2:8]([O:11][C:12]1[CH:24]=[CH:23][C:15]2[N+:16]([O-:22])=[C:17](N)[N:18]=[N+:19]([O-:20])[C:14]=2[CH:13]=1)[CH:9]=[CH2:10]. The catalyst is CN(C=O)C. The product is [CH2:8]([O:11][C:12]1[CH:24]=[CH:23][C:15]2[N+:16]([O-:22])=[CH:17][N:18]=[N+:19]([O-:20])[C:14]=2[CH:13]=1)[CH:9]=[CH2:10]. The yield is 0.380. (6) The reactants are [CH3:1][C:2]1[N:6]=[CH:5][NH:4][N:3]=1.F[C:8]1[CH:13]=[CH:12][C:11]([N+:14]([O-:16])=[O:15])=[CH:10][C:9]=1[F:17].C(=O)(O)[O-].[Na+].O. The catalyst is CS(C)=O. The product is [F:17][C:9]1[CH:10]=[C:11]([N+:14]([O-:16])=[O:15])[CH:12]=[CH:13][C:8]=1[N:4]1[CH:5]=[N:6][C:2]([CH3:1])=[N:3]1. The yield is 0.170. (7) The reactants are [CH3:1][C:2]1[CH:7]=[CH:6][N:5]=[CH:4][C:3]=1[N:8]1[CH2:12][CH2:11][NH:10][C:9]1=[O:13].Br[C:15]1[S:19][C:18]2[CH:20]=[CH:21][C:22]([F:24])=[CH:23][C:17]=2[C:16]=1[CH3:25].N[C@@H]1CCCC[C@H]1N.C(=O)([O-])[O-].[K+].[K+]. The catalyst is [Cu](I)I.O1CCOCC1. The product is [F:24][C:22]1[CH:21]=[CH:20][C:18]2[S:19][C:15]([N:10]3[CH2:11][CH2:12][N:8]([C:3]4[CH:4]=[N:5][CH:6]=[CH:7][C:2]=4[CH3:1])[C:9]3=[O:13])=[C:16]([CH3:25])[C:17]=2[CH:23]=1. The yield is 0.605. (8) The reactants are [ClH:1].C(OC([CH2:9][NH:10][C@H:11]1[CH2:15][CH2:14][C@@H:13]([N:16]2[CH2:21][CH2:20][CH:19]([CH3:22])[CH2:18][CH2:17]2)[CH2:12]1)=O)(C)(C)C. The catalyst is Cl.CO. The product is [ClH:1].[ClH:1].[CH3:9][NH:10][C@H:11]1[CH2:15][CH2:14][C@@H:13]([N:16]2[CH2:21][CH2:20][CH:19]([CH3:22])[CH2:18][CH2:17]2)[CH2:12]1. The yield is 0.930. (9) The reactants are C=C[C@@H]1[C@@H]2C[C@H]([C@@H]([OH:22])C3C4C(=CC=CC=4)N=CC=3)N(CC2)C1.N1C=CC=CC=1.[CH3:29][NH:30][C:31]([C:33]1[CH:42]=[CH:41][C:40]2[C:35](=[CH:36][CH:37]=[C:38]([C:43]([C:45]3[N:46]=[CH:47][N:48]([C:50]([C:63]4[CH:68]=[CH:67][CH:66]=[CH:65][CH:64]=4)([C:57]4[CH:62]=[CH:61][CH:60]=[CH:59][CH:58]=4)[C:51]4[CH:56]=[CH:55][CH:54]=[CH:53][CH:52]=4)[CH:49]=3)=[O:44])[CH:39]=2)[CH:34]=1)=[O:32].Cl.[O:70]1[CH2:74]C[CH2:72][CH2:71]1. The catalyst is C(OCC)(=O)C. The product is [OH:44][C@@:43]([C:38]1[CH:37]=[CH:36][C:35]2[C:40](=[CH:41][CH:42]=[C:33]([C:31]([NH:30][CH3:29])=[O:32])[CH:34]=2)[CH:39]=1)([C:45]1[N:46]=[CH:47][N:48]([C:50]([C:51]2[CH:56]=[CH:55][CH:54]=[CH:53][CH:52]=2)([C:57]2[CH:58]=[CH:59][CH:60]=[CH:61][CH:62]=2)[C:63]2[CH:68]=[CH:67][CH:66]=[CH:65][CH:64]=2)[CH:49]=1)[CH2:72][C:71]([O:70][CH3:74])=[O:22]. The yield is 0.920.